Dataset: Full USPTO retrosynthesis dataset with 1.9M reactions from patents (1976-2016). Task: Predict the reactants needed to synthesize the given product. (1) Given the product [CH2:38]([O:37][C:35](=[O:36])[NH:1][C:2]1[S:3][C:4]([CH2:23][C:24]2[CH:29]=[CH:28][C:27]([S:30]([CH3:33])(=[O:32])=[O:31])=[CH:26][CH:25]=2)=[C:5]([CH2:7][CH2:8][C:9]2[CH:10]=[CH:11][C:12]([NH:15][C:16]([O:17][C:18]([CH3:21])([CH3:20])[CH3:19])=[O:22])=[CH:13][CH:14]=2)[N:6]=1)[CH3:39], predict the reactants needed to synthesize it. The reactants are: [NH2:1][C:2]1[S:3][C:4]([CH2:23][C:24]2[CH:29]=[CH:28][C:27]([S:30]([CH3:33])(=[O:32])=[O:31])=[CH:26][CH:25]=2)=[C:5]([CH2:7][CH2:8][C:9]2[CH:14]=[CH:13][C:12]([NH:15][C:16](=[O:22])[O:17][C:18]([CH3:21])([CH3:20])[CH3:19])=[CH:11][CH:10]=2)[N:6]=1.Cl[C:35]([O:37][CH2:38][CH3:39])=[O:36]. (2) Given the product [OH:1][C@H:2]([C@@H:8]([OH:35])[C:9]1[C:17]2[C:12](=[CH:13][CH:14]=[CH:15][CH:16]=2)[N:11]([C:18]2[CH:23]=[CH:22][C:21]([O:24][C:25]3[CH:30]=[CH:29][C:28]([C:31]([F:33])([F:32])[F:34])=[CH:27][N:26]=3)=[CH:20][CH:19]=2)[CH:10]=1)[C:3]([NH2:36])=[O:5], predict the reactants needed to synthesize it. The reactants are: [OH:1][C@H:2]([C@@H:8]([OH:35])[C:9]1[C:17]2[C:12](=[CH:13][CH:14]=[CH:15][CH:16]=2)[N:11]([C:18]2[CH:23]=[CH:22][C:21]([O:24][C:25]3[CH:30]=[CH:29][C:28]([C:31]([F:34])([F:33])[F:32])=[CH:27][N:26]=3)=[CH:20][CH:19]=2)[CH:10]=1)[C:3]([O:5]CC)=O.[NH3:36]. (3) Given the product [CH:20]1([CH2:25][CH2:26][CH2:27][O:28][C:29](=[O:30])[NH:10][C@H:9]2[CH2:8][NH:7][C:6]2=[O:5])[CH2:24][CH2:23][CH2:22][CH2:21]1, predict the reactants needed to synthesize it. The reactants are: C([O-])(=O)C.[O:5]=[C:6]1[C@@H:9]([NH3+:10])[CH2:8][NH:7]1.CCN(C(C)C)C(C)C.[CH:20]1([CH2:25][CH2:26][CH2:27][O:28][C:29](N2C=CC=CC2=O)=[O:30])[CH2:24][CH2:23][CH2:22][CH2:21]1. (4) Given the product [C:20]([NH:1][C:2]1[S:3][CH:4]=[C:5]([C:7]2[CH:8]=[CH:9][C:10]([CH2:13][CH2:14][C:15]([OH:17])=[O:16])=[CH:11][CH:12]=2)[N:6]=1)(=[O:22])[CH3:21], predict the reactants needed to synthesize it. The reactants are: [NH2:1][C:2]1[S:3][CH:4]=[C:5]([C:7]2[CH:12]=[CH:11][C:10]([CH2:13][CH2:14][C:15]([O:17]CC)=[O:16])=[CH:9][CH:8]=2)[N:6]=1.[C:20](Cl)(=[O:22])[CH3:21].N1C=CC=CC=1.[OH-].[Na+]. (5) Given the product [OH:24][CH:23]=[C:10]1[C:9]2[C:4](=[CH:5][CH:6]=[C:7]([C:11]([C:13]3[CH:18]=[CH:17][C:16]([NH:19][C:20](=[O:22])[CH3:21])=[CH:15][CH:14]=3)=[O:12])[CH:8]=2)[NH:3][C:2]1=[O:1], predict the reactants needed to synthesize it. The reactants are: [O:1]=[C:2]1[CH2:10][C:9]2[C:4](=[CH:5][CH:6]=[C:7]([C:11]([C:13]3[CH:18]=[CH:17][C:16]([NH:19][C:20](=[O:22])[CH3:21])=[CH:15][CH:14]=3)=[O:12])[CH:8]=2)[NH:3]1.[CH:23](OCC)=[O:24].[O-]CC.[Na+].Cl. (6) The reactants are: [Cl:1][C:2]1[CH:38]=[C:37]([Cl:39])[CH:36]=[CH:35][C:3]=1[C:4]([NH:6][C:7]([CH3:34])([C:9]1([C:28]2[CH:33]=[CH:32][CH:31]=[CH:30][N:29]=2)[CH2:14][CH2:13][N:12]([S:15]([NH:18][CH2:19][CH2:20]C(OC(C)(C)C)=O)(=[O:17])=[O:16])[CH2:11][CH2:10]1)[CH3:8])=[O:5].C(O)(C(F)(F)F)=O. Given the product [Cl:1][C:2]1[CH:38]=[C:37]([Cl:39])[CH:36]=[CH:35][C:3]=1[C:4]([NH:6][C:7]([CH3:34])([C:9]1([C:28]2[CH:33]=[CH:32][CH:31]=[CH:30][N:29]=2)[CH2:10][CH2:11][N:12]([S:15]([NH:18][CH2:19][CH3:20])(=[O:17])=[O:16])[CH2:13][CH2:14]1)[CH3:8])=[O:5], predict the reactants needed to synthesize it. (7) Given the product [CH:3]1([C:9]2[C:17]3[C:16](=[O:18])[NH:15][C:14]([C:19]4[CH:30]=[CH:29][C:22]([O:23][CH2:24][C:25]([OH:27])=[O:26])=[CH:21][C:20]=4[O:31][CH3:32])=[N:13][C:12]=3[N:11]([CH3:33])[N:10]=2)[CH2:4][CH2:5][CH2:6][CH2:7][CH2:8]1, predict the reactants needed to synthesize it. The reactants are: CO.[CH:3]1([C:9]2[C:17]3[C:16](=[O:18])[NH:15][C:14]([C:19]4[CH:30]=[CH:29][C:22]([O:23][CH2:24][C:25]([O:27]C)=[O:26])=[CH:21][C:20]=4[O:31][CH3:32])=[N:13][C:12]=3[N:11]([CH3:33])[N:10]=2)[CH2:8][CH2:7][CH2:6][CH2:5][CH2:4]1.[OH-].[Na+].Cl. (8) Given the product [CH3:14][O:12][C:11]([CH:8]1[CH2:9][C:10]2[N:2]=[CH:3][CH:4]=[CH:5][C:6]=2[CH2:7]1)=[O:13], predict the reactants needed to synthesize it. The reactants are: Cl.[N:2]1[C:10]2[CH2:9][CH:8]([C:11]([OH:13])=[O:12])[CH2:7][C:6]=2[CH:5]=[CH:4][CH:3]=1.[CH3:14]O. (9) Given the product [CH3:27][O:28][C:29]1[N:34]=[CH:33][C:32]([C:41]2[CH:40]=[C:5]3[C:12]([CH:17]=[CH:16][CH:15]=[C:5]3[C:12]3[CH:13]=[C:14]([C:18]([N:20]4[CH2:21][CH2:22][N:23]([CH3:26])[CH2:24][CH2:25]4)=[O:19])[CH:15]=[CH:16][CH:17]=3)=[CH:13][CH:14]=2)=[CH:31][N:30]=1, predict the reactants needed to synthesize it. The reactants are: BrC1C=C2C(=CC=1)N=CN=[C:5]2[C:12]1[CH:13]=[C:14]([C:18]([N:20]2[CH2:25][CH2:24][N:23]([CH3:26])[CH2:22][CH2:21]2)=[O:19])[CH:15]=[CH:16][CH:17]=1.[CH3:27][O:28][C:29]1[N:34]=[CH:33][C:32](B(O)O)=[CH:31][N:30]=1.CO[CH2:40][CH2:41]OC.C([O-])([O-])=O.[Na+].[Na+].